From a dataset of Full USPTO retrosynthesis dataset with 1.9M reactions from patents (1976-2016). Predict the reactants needed to synthesize the given product. Given the product [CH2:19]([NH:26][C@H:10]1[CH2:9][CH2:8][N:7]([C:12]([O:14][C:15]([CH3:18])([CH3:17])[CH3:16])=[O:13])[CH2:6][C@H:5]1[O:4][CH2:3][CH2:2][F:1])[C:20]1[CH:25]=[CH:24][CH:23]=[CH:22][CH:21]=1, predict the reactants needed to synthesize it. The reactants are: [F:1][CH2:2][CH2:3][O:4][CH:5]1[C:10](=O)[CH2:9][CH2:8][N:7]([C:12]([O:14][C:15]([CH3:18])([CH3:17])[CH3:16])=[O:13])[CH2:6]1.[CH2:19]([NH2:26])[C:20]1[CH:25]=[CH:24][CH:23]=[CH:22][CH:21]=1.C(O[BH-](OC(=O)C)OC(=O)C)(=O)C.[Na+].